Task: Predict the reaction yield, written as a fraction of the theoretical maximum amount of product (1.0 means a 100% yield; for example, 0.34 means a 34% yield).. Dataset: Reaction yield outcomes from USPTO patents with 853,638 reactions (1) The reactants are FC(F)(F)S(O[C:7]1[C:11]2[CH2:12][N:13]([C:16](=[O:25])[NH:17][C:18]3[CH:23]=[CH:22][CH:21]=[C:20]([Cl:24])[CH:19]=3)[CH2:14][CH2:15][C:10]=2[NH:9][N:8]=1)(=O)=O.[C:28]1(B(O)O)[CH2:33][CH2:32][CH2:31][CH2:30][CH:29]=1.[O-]P([O-])([O-])=O.[K+].[K+].[K+].O. The catalyst is O1CCOCC1.C1C=CC(P(C2C=CC=CC=2)[C-]2C=CC=C2)=CC=1.C1C=CC(P(C2C=CC=CC=2)[C-]2C=CC=C2)=CC=1.Cl[Pd]Cl.[Fe+2].C1C=CC(P(C2C=CC=CC=2)[C-]2C=CC=C2)=CC=1.C1C=CC(P(C2C=CC=CC=2)[C-]2C=CC=C2)=CC=1.[Fe+2]. The product is [Cl:24][C:20]1[CH:19]=[C:18]([NH:17][C:16]([N:13]2[CH2:14][CH2:15][C:10]3[NH:9][N:8]=[C:7]([C:28]4[CH2:33][CH2:32][CH2:31][CH2:30][CH:29]=4)[C:11]=3[CH2:12]2)=[O:25])[CH:23]=[CH:22][CH:21]=1. The yield is 0.543. (2) The reactants are [C:1]([O:5][C:6]([N:8]1[CH2:12][CH2:11][CH:10]([C:13](=[O:19])[CH:14]=[C:15]2[CH2:18][CH2:17][CH2:16]2)[CH2:9]1)=[O:7])([CH3:4])([CH3:3])[CH3:2].[H][H]. The catalyst is [Pd].C(OCC)(=O)C. The product is [C:1]([O:5][C:6]([N:8]1[CH2:12][CH2:11][CH:10]([C:13](=[O:19])[CH2:14][CH:15]2[CH2:18][CH2:17][CH2:16]2)[CH2:9]1)=[O:7])([CH3:4])([CH3:2])[CH3:3]. The yield is 0.460. (3) The product is [CH3:1][O:2][C:3]([C:5]1[C:14]([C:25]2[N:29]([CH3:30])[CH:28]=[N:27][CH:26]=2)=[CH:13][C:12]2[C:7](=[CH:8][CH:9]=[CH:10][CH:11]=2)[CH:6]=1)=[O:4]. The catalyst is C1(C)C=CC=CC=1.CCO.C1C=CC([P]([Pd]([P](C2C=CC=CC=2)(C2C=CC=CC=2)C2C=CC=CC=2)([P](C2C=CC=CC=2)(C2C=CC=CC=2)C2C=CC=CC=2)[P](C2C=CC=CC=2)(C2C=CC=CC=2)C2C=CC=CC=2)(C2C=CC=CC=2)C2C=CC=CC=2)=CC=1. The yield is 0.720. The reactants are [CH3:1][O:2][C:3]([C:5]1[C:14](B2OC(C)(C)C(C)(C)O2)=[CH:13][C:12]2[C:7](=[CH:8][CH:9]=[CH:10][CH:11]=2)[CH:6]=1)=[O:4].Br[C:25]1[N:29]([CH3:30])[CH:28]=[N:27][CH:26]=1.C([O-])([O-])=O.[Na+].[Na+].O. (4) The reactants are [CH2:1]([O:3][C:4](=[O:22])[CH2:5][NH:6][CH2:7][CH2:8][NH:9][S:10]([C:13]1[S:14][C:15]2[CH:21]=[CH:20][CH:19]=[CH:18][C:16]=2[N:17]=1)(=[O:12])=[O:11])[CH3:2].[CH3:23][S:24][CH2:25][CH2:26][O:27][C:28]([NH:30][C:31]1[NH:32][C:33](=[O:44])[C:34]2[N:35]=[CH:36][N:37]([CH2:40][C:41](O)=[O:42])[C:38]=2[N:39]=1)=[O:29]. No catalyst specified. The product is [CH2:1]([O:3][C:4](=[O:22])[CH2:5][N:6]([CH2:7][CH2:8][NH:9][S:10]([C:13]1[S:14][C:15]2[CH:21]=[CH:20][CH:19]=[CH:18][C:16]=2[N:17]=1)(=[O:12])=[O:11])[C:41](=[O:42])[CH2:40][N:37]1[CH:36]=[N:35][C:34]2[C:33](=[O:44])[NH:32][C:31]([NH:30][C:28]([O:27][CH2:26][CH2:25][S:24][CH3:23])=[O:29])=[N:39][C:38]1=2)[CH3:2]. The yield is 0.750.